Dataset: Reaction yield outcomes from USPTO patents with 853,638 reactions. Task: Predict the reaction yield, written as a fraction of the theoretical maximum amount of product (1.0 means a 100% yield; for example, 0.34 means a 34% yield). (1) The reactants are [NH2:1][C:2]1[CH:30]=[CH:29][C:5]([O:6][C:7]2[C:16]3[C:11](=[CH:12][C:13]([O:19][CH2:20][C@H:21]([OH:28])[CH2:22][N:23]([CH2:26][CH3:27])[CH2:24][CH3:25])=[C:14]([C:17]#[N:18])[CH:15]=3)[N:10]=[CH:9][CH:8]=2)=[CH:4][C:3]=1[Cl:31].[N:32]1[CH:37]=C[CH:35]=[CH:34][CH:33]=1.ClC(OC1C=CC=CC=1)=[O:40].C1(N)CC1.C(=O)(O)[O-].[Na+]. The catalyst is CN(C)C=O.C(OCC)(=O)C. The product is [Cl:31][C:3]1[CH:4]=[C:5]([O:6][C:7]2[C:16]3[C:11](=[CH:12][C:13]([O:19][CH2:20][C@H:21]([OH:28])[CH2:22][N:23]([CH2:26][CH3:27])[CH2:24][CH3:25])=[C:14]([C:17]#[N:18])[CH:15]=3)[N:10]=[CH:9][CH:8]=2)[CH:29]=[CH:30][C:2]=1[NH:1][C:37]([NH:32][CH:33]1[CH2:35][CH2:34]1)=[O:40]. The yield is 0.535. (2) The reactants are [NH2:1][C:2]1[S:3][C:4]2[C:9]([N:10]=1)=[CH:8][CH:7]=[C:6]([O:11][C:12]1[CH:13]=[C:14]([NH:20][C:21](=[O:33])[C:22]3[CH:27]=[CH:26][CH:25]=[C:24]([C:28]([C:31]#[N:32])([CH3:30])[CH3:29])[CH:23]=3)[CH:15]=[CH:16][C:17]=1[CH2:18][CH3:19])[N:5]=2.[CH:34]1([C:37](Cl)=[O:38])[CH2:36][CH2:35]1. The catalyst is N1C=CC=CC=1. The product is [C:31]([C:28]([C:24]1[CH:23]=[C:22]([CH:27]=[CH:26][CH:25]=1)[C:21]([NH:20][C:14]1[CH:15]=[CH:16][C:17]([CH2:18][CH3:19])=[C:12]([O:11][C:6]2[N:5]=[C:4]3[S:3][C:2]([NH:1][C:37]([CH:34]4[CH2:36][CH2:35]4)=[O:38])=[N:10][C:9]3=[CH:8][CH:7]=2)[CH:13]=1)=[O:33])([CH3:30])[CH3:29])#[N:32]. The yield is 0.610. (3) The reactants are [CH3:1][C:2]1[CH:7]=[C:6]([CH3:8])[NH:5][C:4](=[O:9])[C:3]=1[CH2:10][NH:11][C:12]([C:14]1[C:15]([CH3:48])=[C:16]([N:33]([CH3:47])[CH:34]2[CH2:39][CH2:38][N:37](C(OC(C)(C)C)=O)[CH2:36][CH2:35]2)[CH:17]=[C:18]([C:20]2[CH:25]=[CH:24][C:23]([CH2:26][N:27]3[CH2:32][CH2:31][O:30][CH2:29][CH2:28]3)=[CH:22][CH:21]=2)[CH:19]=1)=[O:13].C(O)(C(F)(F)F)=O. The catalyst is C(Cl)Cl. The product is [CH3:1][C:2]1[CH:7]=[C:6]([CH3:8])[NH:5][C:4](=[O:9])[C:3]=1[CH2:10][NH:11][C:12]([C:14]1[CH:19]=[C:18]([C:20]2[CH:25]=[CH:24][C:23]([CH2:26][N:27]3[CH2:28][CH2:29][O:30][CH2:31][CH2:32]3)=[CH:22][CH:21]=2)[CH:17]=[C:16]([N:33]([CH3:47])[CH:34]2[CH2:39][CH2:38][NH:37][CH2:36][CH2:35]2)[C:15]=1[CH3:48])=[O:13]. The yield is 0.860.